This data is from Forward reaction prediction with 1.9M reactions from USPTO patents (1976-2016). The task is: Predict the product of the given reaction. (1) Given the reactants [OH:1][C@@H:2]([C@H:4]1[C:24](=[O:25])[N:6]2[C:7]([C:21]([O-:23])=[O:22])=[C:8]([S:11]/[CH:12]=[CH:13]\[C:14]3[S:18][CH:17]=[N:16][C:15]=3[CH2:19][OH:20])[C@H:9]([CH3:10])[C@H:5]12)[CH3:3].[Na+].[CH:27]([O:30][C:31]([O:33][CH:34](I)[CH3:35])=[O:32])([CH3:29])[CH3:28], predict the reaction product. The product is: [OH:1][C@@H:2]([C@H:4]1[C:24](=[O:25])[N:6]2[C:7]([C:21]([O:23][CH:34]([O:33][C:31]([O:30][CH:27]([CH3:29])[CH3:28])=[O:32])[CH3:35])=[O:22])=[C:8]([S:11]/[CH:12]=[CH:13]\[C:14]3[S:18][CH:17]=[N:16][C:15]=3[CH2:19][OH:20])[C@H:9]([CH3:10])[C@H:5]12)[CH3:3]. (2) Given the reactants Cl[C:2]1C=CC=C(C(OO)=O)[CH:3]=1.C(S[C:15]1[C:16]([C:21]([NH:23][C:24]2[CH:29]=[C:28]([C:30]([F:33])([F:32])[F:31])[CH:27]=[C:26]([C:34]([F:37])([F:36])[F:35])[CH:25]=2)=[O:22])=[N:17][CH:18]=[CH:19][CH:20]=1)C.C(=O)(O)[O-].[Na+].[S:43]([O-:47])([O-])(=[O:45])=S.[Na+].[Na+], predict the reaction product. The product is: [CH2:2]([S:43]([C:15]1[C:16]([C:21]([NH:23][C:24]2[CH:29]=[C:28]([C:30]([F:33])([F:32])[F:31])[CH:27]=[C:26]([C:34]([F:37])([F:35])[F:36])[CH:25]=2)=[O:22])=[N:17][CH:18]=[CH:19][CH:20]=1)(=[O:47])=[O:45])[CH3:3]. (3) Given the reactants C[O:2][C:3]([C:5]1[CH:6]=[CH:7][C:8]2[O:17][CH2:16][CH2:15][C:14]3[N:10]([N:11]=[C:12]([C:18]4[N:19]([CH2:23][C:24]([F:27])([F:26])[F:25])[N:20]=[CH:21][N:22]=4)[CH:13]=3)[C:9]=2[CH:28]=1)=O.CC(C[AlH]CC(C)C)C.C(C(C(C([O-])=O)O)O)([O-])=O.[K+].[Na+], predict the reaction product. The product is: [F:26][C:24]([F:25])([F:27])[CH2:23][N:19]1[C:18]([C:12]2[CH:13]=[C:14]3[N:10]([N:11]=2)[C:9]2[CH:28]=[C:5]([CH2:3][OH:2])[CH:6]=[CH:7][C:8]=2[O:17][CH2:16][CH2:15]3)=[N:22][CH:21]=[N:20]1.